Dataset: Peptide-MHC class II binding affinity with 134,281 pairs from IEDB. Task: Regression. Given a peptide amino acid sequence and an MHC pseudo amino acid sequence, predict their binding affinity value. This is MHC class II binding data. (1) The peptide sequence is CSCRDQSEAQLALTI. The MHC is DRB1_1101 with pseudo-sequence DRB1_1101. The binding affinity (normalized) is 0. (2) The peptide sequence is QQDLELSWNLNGLQAY. The MHC is DRB1_0401 with pseudo-sequence DRB1_0401. The binding affinity (normalized) is 0.517. (3) The peptide sequence is PRTLNGPGPGSPAIF. The binding affinity (normalized) is 0. The MHC is DRB1_0301 with pseudo-sequence DRB1_0301. (4) The peptide sequence is GYITTNVLREILKEL. The MHC is HLA-DQA10301-DQB10302 with pseudo-sequence HLA-DQA10301-DQB10302. The binding affinity (normalized) is 0.229.